From a dataset of Catalyst prediction with 721,799 reactions and 888 catalyst types from USPTO. Predict which catalyst facilitates the given reaction. (1) Reactant: [H-].[Na+].[OH:3][CH:4]([CH3:24])[CH:5]([N:7]1[C:11]2=[N:12][CH:13]=[CH:14][CH:15]=[C:10]2[C:9]([C:16]([O:18][C:19]([CH3:22])([CH3:21])[CH3:20])=[O:17])=[C:8]1[CH3:23])[CH3:6].[CH3:25]I.[NH4+].[Cl-]. Product: [C:19]([O:18][C:16]([C:9]1[C:10]2[C:11](=[N:12][CH:13]=[CH:14][CH:15]=2)[N:7]([CH:5]([CH:4]([O:3][CH3:25])[CH3:24])[CH3:6])[C:8]=1[CH3:23])=[O:17])([CH3:22])([CH3:21])[CH3:20]. The catalyst class is: 1. (2) Reactant: [CH2:1]([N:3]1[C:11]2[CH2:10][C:9]([CH3:13])([CH3:12])[CH2:8][CH2:7][C:6]=2[C:5]([C:14]2[O:18][N:17]=[C:16]([C:19]3[CH:24]=[CH:23][N+:22]([O-])=[CH:21][CH:20]=3)[N:15]=2)=[N:4]1)[CH3:2].C(N(CC)CC)C.FC(F)(F)C(OC(=O)C(F)(F)F)=[O:36].C([O-])(O)=O.[Na+]. Product: [CH2:1]([N:3]1[C:11]2[CH2:10][C:9]([CH3:13])([CH3:12])[CH2:8][CH2:7][C:6]=2[C:5]([C:14]2[O:18][N:17]=[C:16]([C:19]3[CH:24]=[CH:23][N:22]=[C:21]([OH:36])[CH:20]=3)[N:15]=2)=[N:4]1)[CH3:2]. The catalyst class is: 56. (3) The catalyst class is: 1. Product: [Cl:2][C:3]1[CH:8]=[C:7]([NH:9][C@@H:10]2[CH2:11][CH2:12][C@H:13]([C:16]([N:32]3[CH2:31][CH2:30][N:29]([C:33]([O:35][C:36]([CH3:39])([CH3:38])[CH3:37])=[O:34])[CH2:28][C@H:27]3[CH3:26])=[O:18])[CH2:14][CH2:15]2)[C:6]([N+:19]([O-:21])=[O:20])=[CH:5][N:4]=1. Reactant: Cl.[Cl:2][C:3]1[CH:8]=[C:7]([NH:9][C@@H:10]2[CH2:15][CH2:14][C@H:13]([C:16]([OH:18])=O)[CH2:12][CH2:11]2)[C:6]([N+:19]([O-:21])=[O:20])=[CH:5][N:4]=1.S(Cl)(Cl)=O.[CH3:26][C@H:27]1[NH:32][CH2:31][CH2:30][N:29]([C:33]([O:35][C:36]([CH3:39])([CH3:38])[CH3:37])=[O:34])[CH2:28]1. (4) Reactant: C(OC(=O)[NH:7][CH:8]([CH2:27][C:28]1[CH:33]=[CH:32][CH:31]=[CH:30][CH:29]=1)[C:9](=[O:26])[N:10]1[CH2:15][CH2:14][N:13]([C:16]2[C:17]3[CH:25]=[CH:24][CH:23]=[N:22][C:18]=3[N:19]=[CH:20][N:21]=2)[CH2:12][CH2:11]1)(C)(C)C.[ClH:35].O1CCOCC1. Product: [ClH:35].[ClH:35].[ClH:35].[NH2:7][C@H:8]([CH2:27][C:28]1[CH:33]=[CH:32][CH:31]=[CH:30][CH:29]=1)[C:9]([N:10]1[CH2:15][CH2:14][N:13]([C:16]2[C:17]3[CH:25]=[CH:24][CH:23]=[N:22][C:18]=3[N:19]=[CH:20][N:21]=2)[CH2:12][CH2:11]1)=[O:26]. The catalyst class is: 2. (5) Reactant: Br[C:2]1[CH:10]=[C:9]2[C:5]([CH:6]=[CH:7][NH:8]2)=[CH:4][CH:3]=1.C([Li])(C)(C)C.[F:16][C:17]1[CH:28]=[CH:27][C:20]([C:21](N(OC)C)=[O:22])=[CH:19][C:18]=1[S:29](=[O:32])(=[O:31])[NH2:30]. Product: [F:16][C:17]1[CH:28]=[CH:27][C:20]([C:21]([C:2]2[CH:10]=[C:9]3[C:5]([CH:6]=[CH:7][NH:8]3)=[CH:4][CH:3]=2)=[O:22])=[CH:19][C:18]=1[S:29]([NH2:30])(=[O:32])=[O:31]. The catalyst class is: 7. (6) Reactant: C([N:3](CC)CC)C.Cl.Cl.[NH2:10][CH2:11][CH2:12][C:13]1[CH:51]=[CH:50][C:16]([O:17][CH2:18][CH2:19][C:20]2[CH:21]=[CH:22][C:23]([O:42][CH2:43][C:44]3[CH:49]=[CH:48][CH:47]=[CH:46][CH:45]=3)=[C:24]([C@@H:26]([C:36]3[CH:41]=[CH:40][CH:39]=[CH:38][CH:37]=3)[CH2:27][CH2:28][N:29]([CH:33]([CH3:35])[CH3:34])[CH:30]([CH3:32])[CH3:31])[CH:25]=2)=[CH:15][CH:14]=1.[CH2:52]([O:59][C:60]1[CH:65]=[CH:64][C:63]([S:66](Cl)(=[O:68])=[O:67])=[CH:62][CH:61]=1)[C:53]1[CH:58]=[CH:57][CH:56]=[CH:55][CH:54]=1. Product: [NH3:3].[CH2:52]([O:59][C:60]1[CH:65]=[CH:64][C:63]([S:66]([NH:10][CH2:11][CH2:12][C:13]2[CH:51]=[CH:50][C:16]([O:17][CH2:18][CH2:19][C:20]3[CH:21]=[CH:22][C:23]([O:42][CH2:43][C:44]4[CH:45]=[CH:46][CH:47]=[CH:48][CH:49]=4)=[C:24]([C@@H:26]([C:36]4[CH:37]=[CH:38][CH:39]=[CH:40][CH:41]=4)[CH2:27][CH2:28][N:29]([CH:33]([CH3:35])[CH3:34])[CH:30]([CH3:32])[CH3:31])[CH:25]=3)=[CH:15][CH:14]=2)(=[O:68])=[O:67])=[CH:62][CH:61]=1)[C:53]1[CH:54]=[CH:55][CH:56]=[CH:57][CH:58]=1. The catalyst class is: 4.